Dataset: Reaction yield outcomes from USPTO patents with 853,638 reactions. Task: Predict the reaction yield, written as a fraction of the theoretical maximum amount of product (1.0 means a 100% yield; for example, 0.34 means a 34% yield). The reactants are [H-].[Na+].[NH:3]1[C:11]2[C:6](=[CH:7][C:8]([C:12]([O:14][CH2:15][C:16]3[CH:21]=[CH:20][CH:19]=[CH:18][CH:17]=3)=[O:13])=[CH:9][CH:10]=2)[CH:5]=[CH:4]1.[CH3:22][C:23]([CH3:28])([CH3:27])[C:24](Cl)=[O:25].O. The catalyst is CN(C)C=O. The product is [CH3:22][C:23]([CH3:28])([CH3:27])[C:24]([N:3]1[C:11]2[C:6](=[CH:7][C:8]([C:12]([O:14][CH2:15][C:16]3[CH:17]=[CH:18][CH:19]=[CH:20][CH:21]=3)=[O:13])=[CH:9][CH:10]=2)[CH:5]=[CH:4]1)=[O:25]. The yield is 0.870.